Dataset: Reaction yield outcomes from USPTO patents with 853,638 reactions. Task: Predict the reaction yield, written as a fraction of the theoretical maximum amount of product (1.0 means a 100% yield; for example, 0.34 means a 34% yield). (1) The reactants are C([NH:4][C:5]1[CH:10]=[CH:9][C:8]([C:11]2[C:20]3[C:15](=[CH:16][CH:17]=[C:18]([S:21][CH3:22])[CH:19]=3)[CH:14]([CH3:23])[N:13]([C:24](=[O:28])[NH:25][CH2:26][CH3:27])[N:12]=2)=[CH:7][CH:6]=1)(=O)C. The catalyst is CO.[OH-].[Na+].O. The product is [NH2:4][C:5]1[CH:10]=[CH:9][C:8]([C:11]2[C:20]3[C:15](=[CH:16][CH:17]=[C:18]([S:21][CH3:22])[CH:19]=3)[CH:14]([CH3:23])[N:13]([C:24](=[O:28])[NH:25][CH2:26][CH3:27])[N:12]=2)=[CH:7][CH:6]=1. The yield is 0.870. (2) The reactants are [CH3:1][N:2]1[C@@H:19]2[CH2:20][C:7]3[CH:8]=[CH:9][C:10]([O:22][CH3:23])=[C:11]4[O:12][C@H:13]5[C:14]([CH2:16][CH2:17][C@:18]2([OH:21])[C@:5]5([C:6]=34)[CH2:4][CH2:3]1)=[O:15].C([O-])(=O)C.[OH-].[NH4+].S([O-])([O-])(=O)=O.[Na+].[Na+]. The catalyst is C(O)(C)C.C(Cl)(Cl)Cl. The product is [CH3:1][N:2]1[C@@H:19]2[CH2:20][C:7]3[CH:8]=[CH:9][C:10]([O:22][CH3:23])=[C:11]4[O:12][C@H:13]5[C:14]([CH2:16][CH2:17][C@:18]2([OH:21])[C@:5]5([C:6]=34)[CH2:4][CH2:3]1)=[O:15]. The yield is 0.741. (3) The reactants are [CH3:1][O:2][C:3]1[CH:9]=[CH:8][C:6]([NH2:7])=[CH:5][CH:4]=1.[Cl:10][CH2:11][C:12](O)=[O:13].CCN=C=NCCCN(C)C.C1C=CC2N(O)N=NC=2C=1.CN1CCOCC1. The catalyst is C(Cl)Cl. The product is [Cl:10][CH2:11][C:12]([NH:7][C:6]1[CH:8]=[CH:9][C:3]([O:2][CH3:1])=[CH:4][CH:5]=1)=[O:13]. The yield is 0.200. (4) The reactants are [O:1]=[C:2]1[C:6]2([CH2:11][CH2:10][N:9]([C:12]([O:14][C:15]([CH3:18])([CH3:17])[CH3:16])=[O:13])[CH2:8][CH2:7]2)[N:5]([C:19]2[CH:24]=[CH:23][CH:22]=[CH:21][CH:20]=2)[CH2:4][NH:3]1.Br[C@@H:26]([C:31]1[CH:36]=[CH:35][CH:34]=[CH:33][CH:32]=1)[C:27]([O:29][CH3:30])=[O:28].C(=O)([O-])[O-].[K+].[K+]. The catalyst is CN(C)C=O. The product is [CH3:30][O:29][C:27](=[O:28])[C@@H:26]([N:3]1[C:2](=[O:1])[C:6]2([CH2:7][CH2:8][N:9]([C:12]([O:14][C:15]([CH3:18])([CH3:17])[CH3:16])=[O:13])[CH2:10][CH2:11]2)[N:5]([C:19]2[CH:20]=[CH:21][CH:22]=[CH:23][CH:24]=2)[CH2:4]1)[C:31]1[CH:32]=[CH:33][CH:34]=[CH:35][CH:36]=1. The yield is 0.423.